This data is from Forward reaction prediction with 1.9M reactions from USPTO patents (1976-2016). The task is: Predict the product of the given reaction. (1) Given the reactants [F:1][C:2]1[CH:11]=[C:10]2[C:5]([C:6]([CH3:13])=[CH:7][C:8](O)=[N:9]2)=[CH:4][CH:3]=1.O=P(Cl)(Cl)[Cl:16], predict the reaction product. The product is: [Cl:16][C:8]1[CH:7]=[C:6]([CH3:13])[C:5]2[C:10](=[CH:11][C:2]([F:1])=[CH:3][CH:4]=2)[N:9]=1. (2) Given the reactants C[O:2][C:3]([C:5]1[C:6]2[CH:7]=[CH:8][CH:9]=[N:10][C:11]=2[CH:12]=[CH:13][C:14]=1[NH2:15])=[O:4].[OH-].[Na+], predict the reaction product. The product is: [NH2:15][C:14]1[CH:13]=[CH:12][C:11]2[N:10]=[CH:9][CH:8]=[CH:7][C:6]=2[C:5]=1[C:3]([OH:4])=[O:2]. (3) Given the reactants C([O:5][C:6]1[CH:7]=[C:8]([N:15]2[CH:19]=[C:18]([F:20])[C:17]([F:21])=[CH:16]2)[CH:9]=[CH:10][C:11]=1[N+:12]([O-:14])=[O:13])(C)(C)C.FC(F)(F)C(O)=O, predict the reaction product. The product is: [F:20][C:18]1[C:17]([F:21])=[CH:16][N:15]([C:8]2[CH:9]=[CH:10][C:11]([N+:12]([O-:14])=[O:13])=[C:6]([OH:5])[CH:7]=2)[CH:19]=1. (4) Given the reactants S(Cl)(Cl)=O.[CH2:5]([O:7][C:8]1[CH:9]=[C:10]2[C:15](=[C:16]3[CH2:20][C:19]([CH3:22])([CH3:21])[O:18][C:17]=13)[C:14]([C:23]1[CH:31]=[CH:30][C:26]([C:27]([OH:29])=[O:28])=[C:25]([NH:32][CH2:33][C:34]3[CH:39]=[CH:38][CH:37]=[CH:36][CH:35]=3)[CH:24]=1)=[N:13][C:12]([CH3:41])([CH3:40])[CH2:11]2)[CH3:6].[CH2:42](O)[CH3:43], predict the reaction product. The product is: [CH2:5]([O:7][C:8]1[CH:9]=[C:10]2[C:15](=[C:16]3[CH2:20][C:19]([CH3:22])([CH3:21])[O:18][C:17]=13)[C:14]([C:23]1[CH:31]=[CH:30][C:26]([C:27]([O:29][CH2:42][CH3:43])=[O:28])=[C:25]([NH:32][CH2:33][C:34]3[CH:39]=[CH:38][CH:37]=[CH:36][CH:35]=3)[CH:24]=1)=[N:13][C:12]([CH3:40])([CH3:41])[CH2:11]2)[CH3:6]. (5) Given the reactants [O-2].[O-2].[O-2].[O-2].[O-2].[V+5:6].[V+5].[C:8]([OH:13])(=[O:12])[C:9]([OH:11])=[O:10].[V], predict the reaction product. The product is: [C:8]([O-:13])(=[O:12])[C:9]([O-:11])=[O:10].[V+5:6].[C:8]([O-:13])(=[O:12])[C:9]([O-:11])=[O:10].[C:8]([O-:13])(=[O:12])[C:9]([O-:11])=[O:10].[C:8]([O-:13])(=[O:12])[C:9]([O-:11])=[O:10].[C:8]([O-:13])(=[O:12])[C:9]([O-:11])=[O:10].[V+5:6]. (6) Given the reactants [Br:1][C:2]1[CH:7]=[CH:6][C:5]([C@H:8]2[CH2:10][C@@H:9]2[C:11]([N:13]2[CH2:18][CH2:17][O:16][CH2:15][CH2:14]2)=O)=[CH:4][CH:3]=1.C1COCC1, predict the reaction product. The product is: [Br:1][C:2]1[CH:7]=[CH:6][C:5]([C@H:8]2[CH2:10][C@@H:9]2[CH2:11][N:13]2[CH2:14][CH2:15][O:16][CH2:17][CH2:18]2)=[CH:4][CH:3]=1.